The task is: Predict the reactants needed to synthesize the given product.. This data is from Full USPTO retrosynthesis dataset with 1.9M reactions from patents (1976-2016). Given the product [F:15][C:16]1[CH:23]=[CH:22][C:21]([CH2:24][CH2:25][OH:26])=[CH:20][C:17]=1[CH2:18][N:52]1[CH2:53][CH2:54][C:48]2([O:47][CH2:46][CH2:45][N:44]([C:42]([C:40]3[N:41]=[C:37]([CH:34]([CH3:35])[CH3:36])[S:38][CH:39]=3)=[O:43])[CH2:49]2)[CH2:50][CH2:51]1, predict the reactants needed to synthesize it. The reactants are: C(O[BH-](OC(=O)C)OC(=O)C)(=O)C.[Na+].[F:15][C:16]1[CH:23]=[CH:22][C:21]([CH2:24][CH2:25][OH:26])=[CH:20][C:17]=1[CH:18]=O.FC(F)(F)C(O)=O.[CH:34]([C:37]1[S:38][CH:39]=[C:40]([C:42]([N:44]2[CH2:49][C:48]3([CH2:54][CH2:53][NH:52][CH2:51][CH2:50]3)[O:47][CH2:46][CH2:45]2)=[O:43])[N:41]=1)([CH3:36])[CH3:35].C(O)(=O)C.